This data is from Forward reaction prediction with 1.9M reactions from USPTO patents (1976-2016). The task is: Predict the product of the given reaction. (1) Given the reactants O[CH2:2][C:3]1[C:12]2[C:7](=[CH:8][CH:9]=[CH:10][CH:11]=2)[CH:6]=[C:5]([C:13]#[N:14])[CH:4]=1.C[N:16](C=O)C.C1C=CC(P(C2C=CC=CC=2)C2C=CC=CC=2)=CC=1.[N-]=[N+]=[N-].[Na+], predict the reaction product. The product is: [NH2:16][CH2:2][C:3]1[C:12]2[C:7](=[CH:8][CH:9]=[CH:10][CH:11]=2)[CH:6]=[C:5]([C:13]#[N:14])[CH:4]=1. (2) Given the reactants [F:1][C:2]1[CH:7]=[CH:6][C:5]([C:8]2[N:9]=[C:10]3[N:14]([C:15]=2[C:16]2[CH:17]=[CH:18][C:19]4[N:20]([C:22](C(OCC)=O)=[N:23][N:24]=4)[CH:21]=2)[CH:13]=[CH:12][O:11]3)=[CH:4][CH:3]=1.FC1C=CC(C2N=C3N(C=2)[CH:42]=[CH:41][O:40]3)=CC=1.[CH2:45]1C(=O)N(I)C(=O)C1.FC1C=CC(B(O)O)=CN=1.NN.O=CC(OCC)=O.C[Mg]Br.[Cl-].[NH4+], predict the reaction product. The product is: [F:1][C:2]1[CH:7]=[CH:6][C:5]([C:8]2[N:9]=[C:10]3[N:14]([C:15]=2[C:16]2[CH:17]=[CH:18][C:19]4[N:20]([C:22]([C:41]([OH:40])([CH3:42])[CH3:45])=[N:23][N:24]=4)[CH:21]=2)[CH:13]=[CH:12][O:11]3)=[CH:4][CH:3]=1. (3) Given the reactants Br[C:2]1[CH:7]=[CH:6][C:5]([C@@H:8]([N:10]2[CH2:15][CH2:14][C@:13]([CH2:22][CH2:23][CH2:24][NH:25][S:26]([CH3:29])(=[O:28])=[O:27])([C:16]3[CH:21]=[CH:20][CH:19]=[CH:18][CH:17]=3)[O:12][C:11]2=[O:30])[CH3:9])=[CH:4][CH:3]=1.[CH3:31][O:32][C:33]1[N:38]=[CH:37][C:36](B(O)O)=[CH:35][CH:34]=1, predict the reaction product. The product is: [CH3:31][O:32][C:33]1[N:38]=[CH:37][C:36]([C:2]2[CH:7]=[CH:6][C:5]([C@@H:8]([N:10]3[CH2:15][CH2:14][C@:13]([CH2:22][CH2:23][CH2:24][NH:25][S:26]([CH3:29])(=[O:28])=[O:27])([C:16]4[CH:17]=[CH:18][CH:19]=[CH:20][CH:21]=4)[O:12][C:11]3=[O:30])[CH3:9])=[CH:4][CH:3]=2)=[CH:35][CH:34]=1. (4) Given the reactants [Si:1]([O:8][C:9]1[CH:26]=[CH:25][C:24]2[C@@H:23]3[C@:14]([CH:35]=[CH2:36])([C@H:15]4[C@@:19]([CH2:21][CH2:22]3)([CH3:20])[C@@H:18]([O:27][Si](C(C)(C)C)(C)C)[CH2:17][CH2:16]4)[CH2:13][CH2:12][C:11]=2[CH:10]=1)([C:4]([CH3:7])([CH3:6])[CH3:5])([CH3:3])[CH3:2].Cl.O.C(OCC)(=O)C, predict the reaction product. The product is: [Si:1]([O:8][C:9]1[CH:26]=[CH:25][C:24]2[C@@H:23]3[C@:14]([CH:35]=[CH2:36])([C@H:15]4[C@@:19]([CH2:21][CH2:22]3)([CH3:20])[C@@H:18]([OH:27])[CH2:17][CH2:16]4)[CH2:13][CH2:12][C:11]=2[CH:10]=1)([C:4]([CH3:7])([CH3:6])[CH3:5])([CH3:2])[CH3:3]. (5) Given the reactants [CH3:1][C:2]1[CH:10]=[C:9]2[C:5]([CH:6]=[C:7]([CH:20]=[CH:21][C:22]([O:24][CH3:25])=[O:23])[N:8]2S(C2C=CC=CN=2)(=O)=O)=[CH:4][CH:3]=1, predict the reaction product. The product is: [CH3:1][C:2]1[CH:10]=[C:9]2[C:5]([CH:6]=[C:7]([CH2:20][CH2:21][C:22]([O:24][CH3:25])=[O:23])[NH:8]2)=[CH:4][CH:3]=1.